From a dataset of Reaction yield outcomes from USPTO patents with 853,638 reactions. Predict the reaction yield, written as a fraction of the theoretical maximum amount of product (1.0 means a 100% yield; for example, 0.34 means a 34% yield). (1) The reactants are [Cl:1][C:2]1[C:3]([N+:13]([O-])=O)=[C:4]2[C:9](=[CH:10][CH:11]=1)[N:8]=[CH:7][C:6]([CH3:12])=[CH:5]2.Cl. The catalyst is CO.[Fe]. The product is [Cl:1][C:2]1[C:3]([NH2:13])=[C:4]2[C:9](=[CH:10][CH:11]=1)[N:8]=[CH:7][C:6]([CH3:12])=[CH:5]2. The yield is 0.850. (2) The reactants are [F:1][C:2]1[CH:37]=[C:36]([NH:38][C:39]([NH:41][C:42]2[CH:46]=[C:45]([CH3:47])[O:44][N:43]=2)=[O:40])[CH:35]=[CH:34][C:3]=1[O:4][C:5]1[CH:10]=[CH:9][N:8]=[C:7]2[CH:11]=[C:12]([C:14]3[N:19]=[CH:18][C:17]([CH2:20][CH2:21][N:22]([CH2:30][CH2:31][O:32][CH3:33])C(=O)OC(C)(C)C)=[CH:16][CH:15]=3)[S:13][C:6]=12.C(O)(C(F)(F)F)=O. The catalyst is ClCCl. The product is [F:1][C:2]1[CH:37]=[C:36]([NH:38][C:39]([NH:41][C:42]2[CH:46]=[C:45]([CH3:47])[O:44][N:43]=2)=[O:40])[CH:35]=[CH:34][C:3]=1[O:4][C:5]1[CH:10]=[CH:9][N:8]=[C:7]2[CH:11]=[C:12]([C:14]3[CH:15]=[CH:16][C:17]([CH2:20][CH2:21][NH:22][CH2:30][CH2:31][O:32][CH3:33])=[CH:18][N:19]=3)[S:13][C:6]=12. The yield is 0.870. (3) The product is [C:17]([O:9][C:5]1[CH:6]=[CH:7][CH:8]=[C:3]([CH2:1][CH3:2])[CH:4]=1)(=[O:19])[CH3:18]. The yield is 0.970. The reactants are [CH2:1]([C:3]1[CH:4]=[C:5]([OH:9])[CH:6]=[CH:7][CH:8]=1)[CH3:2].C(N(CC)CC)C.[C:17](Cl)(=[O:19])[CH3:18]. The catalyst is ClCCl. (4) The reactants are [NH2:1][C:2]1[N:6]([C:7]2[CH:8]=[C:9]([CH:16]=[CH:17][C:18]=2[CH3:19])[C:10]([NH:12][CH:13]2[CH2:15][CH2:14]2)=[O:11])[N:5]=[CH:4][C:3]=1[C:20](=[O:30])[C:21]1[CH:26]=[CH:25][CH:24]=[C:23]([C:27](=O)[NH2:28])[CH:22]=1.COC(OC)[N:34]([CH3:36])C.C[N:40](C=O)C. No catalyst specified. The product is [NH2:1][C:2]1[N:6]([C:7]2[CH:8]=[C:9]([CH:16]=[CH:17][C:18]=2[CH3:19])[C:10]([NH:12][CH:13]2[CH2:15][CH2:14]2)=[O:11])[N:5]=[CH:4][C:3]=1[C:20](=[O:30])[C:21]1[CH:26]=[CH:25][CH:24]=[C:23]([C:27]2[NH:34][CH:36]=[N:40][N:28]=2)[CH:22]=1. The yield is 0.510. (5) The reactants are C(=O)([O-])[O-].[K+].[K+].[Cl:7][C:8]1[CH:16]=[CH:15][C:14]([OH:17])=[CH:13][C:9]=1[C:10]([NH2:12])=[O:11].CS(O[CH:23]1[CH2:28][CH2:27][N:26]([C:29]([O:31][C:32]([CH3:35])([CH3:34])[CH3:33])=[O:30])[CH2:25][CH2:24]1)(=O)=O. The catalyst is CN(C=O)C. The product is [C:10]([C:9]1[CH:13]=[C:14]([CH:15]=[CH:16][C:8]=1[Cl:7])[O:17][CH:23]1[CH2:28][CH2:27][N:26]([C:29]([O:31][C:32]([CH3:35])([CH3:34])[CH3:33])=[O:30])[CH2:25][CH2:24]1)(=[O:11])[NH2:12]. The yield is 0.830. (6) The reactants are [OH:1][C@H:2]1[CH2:6][CH2:5][N:4]([C:7]([O:9][C:10]([CH3:13])([CH3:12])[CH3:11])=[O:8])[CH2:3]1.[H-].[Na+].Cl[C:17]1[C:26]2[C:21](=[CH:22][CH:23]=[CH:24][C:25]=2[F:27])[CH:20]=[C:19]([C:28]#[N:29])[N:18]=1. The catalyst is C1COCC1. The product is [C:28]([C:19]1[N:18]=[C:17]([O:1][C@H:2]2[CH2:6][CH2:5][N:4]([C:7]([O:9][C:10]([CH3:13])([CH3:12])[CH3:11])=[O:8])[CH2:3]2)[C:26]2[C:21]([CH:20]=1)=[CH:22][CH:23]=[CH:24][C:25]=2[F:27])#[N:29]. The yield is 0.600. (7) The product is [F:32][C:33]1[CH:39]=[CH:38][C:36]([NH:37][C:8](=[O:10])[CH2:7][C:5]2[O:6][C:2]([CH3:1])=[CH:3][CH:4]=2)=[CH:35][CH:34]=1. The yield is 0.950. The reactants are [CH3:1][C:2]1[O:6][C:5]([CH2:7][C:8]([OH:10])=O)=[CH:4][CH:3]=1.CN(C)CCCN=C=NCC.ON1C2N=CC=CC=2N=N1.[F:32][C:33]1[CH:39]=[CH:38][C:36]([NH2:37])=[CH:35][CH:34]=1. The catalyst is CC#N.CN(C=O)C.CCOC(C)=O.